Dataset: Catalyst prediction with 721,799 reactions and 888 catalyst types from USPTO. Task: Predict which catalyst facilitates the given reaction. (1) Reactant: [BH4-].[Na+].[F:3][C:4]([F:28])([F:27])[C:5]1[CH:6]=[C:7]([C:15](=[O:26])[C:16]2[CH:21]=[CH:20][C:19]([N+:22]([O-:24])=[O:23])=[C:18]([CH3:25])[CH:17]=2)[CH:8]=[C:9]([C:11]([F:14])([F:13])[F:12])[CH:10]=1. The catalyst class is: 125. Product: [F:3][C:4]([F:27])([F:28])[C:5]1[CH:6]=[C:7]([CH:15]([C:16]2[CH:21]=[CH:20][C:19]([N+:22]([O-:24])=[O:23])=[C:18]([CH3:25])[CH:17]=2)[OH:26])[CH:8]=[C:9]([C:11]([F:13])([F:12])[F:14])[CH:10]=1. (2) Reactant: [S:1]([O-:5])([O-:4])(=[O:3])=[O:2].[Na+:6].[Na+].S([O-])([O-])(=O)=[O:9].[Al+3:13].[Na+].S([O-])([O-])(=O)=[O:16].[OH-:20].[Na+]. Product: [S:1]([O-:5])([O-:4])(=[O:3])=[O:2].[Na+:6].[Na+:6].[OH-:9].[Al+3:13].[OH-:16].[OH-:20]. The catalyst class is: 6. (3) Reactant: Br[C:2]1[N:7]=[C:6]([C:8]([OH:10])=[O:9])[CH:5]=[CH:4][C:3]=1[F:11].[F:12][C:13]1[CH:18]=[CH:17][C:16]([F:19])=[CH:15][C:14]=1B(O)O. Product: [F:12][C:13]1[CH:18]=[CH:17][C:16]([F:19])=[CH:15][C:14]=1[C:2]1[N:7]=[C:6]([C:8]([OH:10])=[O:9])[CH:5]=[CH:4][C:3]=1[F:11]. The catalyst class is: 462. (4) Reactant: [CH2:1]([C:3]1[O:4][C:5]2[C:11]([CH2:12][OH:13])=[CH:10][C:9]([F:14])=[CH:8][C:6]=2[CH:7]=1)[CH3:2].[H-].[Na+].Cl[C:18]1[N:23]=[C:22]([C:24]([F:27])([F:26])[F:25])[C:21](/[CH:28]=[CH:29]/[C:30]([O:32][CH2:33][CH3:34])=[O:31])=[CH:20][CH:19]=1. Product: [CH2:1]([C:3]1[O:4][C:5]2[C:11]([CH2:12][O:13][C:18]3[N:23]=[C:22]([C:24]([F:26])([F:27])[F:25])[C:21](/[CH:28]=[CH:29]/[C:30]([O:32][CH2:33][CH3:34])=[O:31])=[CH:20][CH:19]=3)=[CH:10][C:9]([F:14])=[CH:8][C:6]=2[CH:7]=1)[CH3:2]. The catalyst class is: 3. (5) Reactant: C(OO)(C)(C)C.[F:7][C:8]1([F:18])[CH2:13][N:12]2[C:14](=S)[NH:15][CH2:16][C:11]2=[N:10][CH2:9]1.[Br:19][C:20]1[CH:21]=[C:22]([CH:30]=[CH:31][C:32]=1[F:33])[CH2:23][C:24]1[CH:29]=[CH:28][N:27]=[CH:26][CH:25]=1.N. Product: [F:7][C:8]1([F:18])[CH2:13][N:12]2[C:14]([NH2:27])=[N:15][CH2:16][C:11]2=[N:10][CH2:9]1.[Br:19][C:20]1[CH:21]=[C:22]([CH:30]=[CH:31][C:32]=1[F:33])[CH2:23][C:24]1[CH:25]=[CH:26][N:27]=[CH:28][CH:29]=1. The catalyst class is: 5. (6) Reactant: [N+:1]([C:4]1[C:5]([OH:14])=[C:6]([O:12][CH3:13])[CH:7]=[C:8]([CH:11]=1)[CH:9]=[O:10])([O-:3])=[O:2].[C:15](=O)([O-])[O-].[Cs+].[Cs+].IC. Product: [CH3:13][O:12][C:6]1[CH:7]=[C:8]([CH:11]=[C:4]([N+:1]([O-:3])=[O:2])[C:5]=1[O:14][CH3:15])[CH:9]=[O:10]. The catalyst class is: 215.